Dataset: Full USPTO retrosynthesis dataset with 1.9M reactions from patents (1976-2016). Task: Predict the reactants needed to synthesize the given product. (1) The reactants are: [C:1]([O:6][CH2:7][C:8]1[CH:13]=[CH:12][CH:11]=[CH:10][CH:9]=1)(=[O:5])/[CH:2]=[CH:3]/[CH3:4].CO[CH2:16][N:17]([CH2:23][C:24]1[CH:29]=[CH:28][CH:27]=[CH:26][CH:25]=1)[CH2:18][Si](C)(C)C. Given the product [CH2:23]([N:17]1[CH2:16][CH:3]([CH3:4])[CH:2]([C:1]([O:6][CH2:7][C:8]2[CH:9]=[CH:10][CH:11]=[CH:12][CH:13]=2)=[O:5])[CH2:18]1)[C:24]1[CH:25]=[CH:26][CH:27]=[CH:28][CH:29]=1, predict the reactants needed to synthesize it. (2) Given the product [Cl:1][C@H:2]1[C@H:6]([CH2:7][CH2:8][CH2:9][CH2:10][CH2:11][CH2:12][C:13]([O:15][CH2:16][CH2:17][CH3:18])=[O:14])[C@@H:5]([CH:19]=[O:20])[C@H:4]([O:21][CH:22]2[CH2:27][CH2:26][CH2:25][CH2:24][O:23]2)[CH2:3]1, predict the reactants needed to synthesize it. The reactants are: [Cl:1][C@H:2]1[C@H:6]([CH2:7][CH2:8][CH2:9][CH2:10][CH2:11][CH2:12][C:13]([O:15][CH2:16][CH2:17][CH3:18])=[O:14])[C@@H:5]([CH2:19][OH:20])[C@H:4]([O:21][CH:22]2[CH2:27][CH2:26][CH2:25][CH2:24][O:23]2)[CH2:3]1.C1C=C[NH+]=CC=1.[O-][Cr](Cl)(=O)=O.C([O-])(=O)C.[Na+]. (3) Given the product [CH2:20]([N:19]([CH2:22][CH3:23])[CH2:18][CH2:17][CH2:16][C:11]1[C:10]2[CH2:9][CH2:8][C:7]([CH3:6])([CH3:24])[CH2:15][C:14]=2[NH:13][C:12]=1[CH:28]=[O:29])[CH3:21], predict the reactants needed to synthesize it. The reactants are: O=P(Cl)(Cl)Cl.[CH3:6][C:7]1([CH3:24])[CH2:15][C:14]2[NH:13][CH:12]=[C:11]([CH2:16][CH2:17][CH2:18][N:19]([CH2:22][CH3:23])[CH2:20][CH3:21])[C:10]=2[CH2:9][CH2:8]1.CN([CH:28]=[O:29])C. (4) Given the product [S:1]1[CH:5]=[CH:4][CH:3]=[C:2]1[CH2:6][N:7]([CH:15]=[O:16])[CH2:8][CH2:9][C:10]([O:12][CH2:13][CH3:14])=[O:11], predict the reactants needed to synthesize it. The reactants are: [S:1]1[CH:5]=[CH:4][CH:3]=[C:2]1[CH2:6][NH:7][CH2:8][CH2:9][C:10]([O:12][CH2:13][CH3:14])=[O:11].[CH:15](OCC)=[O:16]. (5) Given the product [CH2:15]([C:31]1([CH2:22][CH2:23][CH2:24][CH2:25][CH2:26][CH3:27])[C:32]2[CH:33]=[CH:34][CH:35]=[CH:48][C:47]=2[C:46]2[C:41]1=[CH:42][CH:43]=[CH:44][CH:45]=2)[CH2:16][CH2:17][CH2:18][CH2:19][CH3:20], predict the reactants needed to synthesize it. The reactants are: C1C2CC3C(=CC=CC=3)C=2C=CC=1.Cl[CH2:15][CH2:16][CH2:17][CH2:18][CH2:19][CH3:20].[Cl-].[C:22]([C:31]([NH3+])([C:41](=O)[CH2:42][CH2:43][CH2:44][CH2:45][CH2:46][CH2:47][CH3:48])[C:32](=O)[CH2:33][CH2:34][CH2:35]CCCC)(=O)[CH2:23][CH2:24][CH2:25][CH2:26][CH2:27]CC.[OH-].[Na+].